Dataset: Forward reaction prediction with 1.9M reactions from USPTO patents (1976-2016). Task: Predict the product of the given reaction. (1) Given the reactants [Br:1][C:2]1[CH:3]=[C:4]2[C:8](=[CH:9][CH:10]=1)[C:7](=[O:11])[O:6][CH2:5]2.[Br:12]Br, predict the reaction product. The product is: [Br:12][CH:5]1[C:4]2[C:8](=[CH:9][CH:10]=[C:2]([Br:1])[CH:3]=2)[C:7](=[O:11])[O:6]1. (2) Given the reactants [CH3:1][O:2][C:3]1[CH:12]=[CH:11][C:6]2[N:7]=[C:8]([NH2:10])[S:9][C:5]=2[CH:4]=1.[H-].[Na+].[Cl:15][C:16]1[CH:17]=[C:18]([CH:35]=[CH:36][CH:37]=1)[CH2:19][NH:20][C:21]([C:23]1[CH:31]=[CH:30][C:26]([C:27]([O-])=[O:28])=[C:25]([N:32]=[C:33]=[S:34])[CH:24]=1)=[O:22], predict the reaction product. The product is: [Cl:15][C:16]1[CH:17]=[C:18]([CH2:19][NH:20][C:21]([C:23]2[CH:24]=[C:25]3[C:26]([C:27](=[O:28])[N:10]([C:8]4[S:9][C:5]5[CH:4]=[C:3]([O:2][CH3:1])[CH:12]=[CH:11][C:6]=5[N:7]=4)[C:33](=[S:34])[NH:32]3)=[CH:30][CH:31]=2)=[O:22])[CH:35]=[CH:36][CH:37]=1.